From a dataset of Forward reaction prediction with 1.9M reactions from USPTO patents (1976-2016). Predict the product of the given reaction. (1) Given the reactants [C:1]1([C:13]2[CH:18]=[CH:17][CH:16]=[CH:15][CH:14]=2)[CH:6]=[CH:5][CH:4]=[CH:3][C:2]=1[C:7](=[O:12])[C:8]([F:11])([F:10])[F:9].O1CCCC1.B, predict the reaction product. The product is: [C:1]1([C:13]2[CH:18]=[CH:17][CH:16]=[CH:15][CH:14]=2)[CH:6]=[CH:5][CH:4]=[CH:3][C:2]=1[CH:7]([OH:12])[C:8]([F:10])([F:11])[F:9]. (2) Given the reactants Br[C:2]1[C:6]2[CH:7]=[C:8]([CH2:11][O:12][C:13]3[CH:18]=[CH:17][C:16]([C@@H:19]([C:26]#[C:27][CH3:28])[CH2:20][C:21]([O:23][CH2:24][CH3:25])=[O:22])=[CH:15][CH:14]=3)[CH:9]=[CH:10][C:5]=2[S:4][CH:3]=1.[CH3:29][O:30][CH2:31][CH2:32][O:33][C:34]1[CH:35]=[CH:36][C:37]([CH3:49])=[C:38](B2OC(C)(C)C(C)(C)O2)[CH:39]=1.C([O-])([O-])=O.[Cs+].[Cs+], predict the reaction product. The product is: [CH3:29][O:30][CH2:31][CH2:32][O:33][C:34]1[CH:35]=[CH:36][C:37]([CH3:49])=[C:38]([C:2]2[C:6]3[CH:7]=[C:8]([CH2:11][O:12][C:13]4[CH:18]=[CH:17][C:16]([C@@H:19]([C:26]#[C:27][CH3:28])[CH2:20][C:21]([O:23][CH2:24][CH3:25])=[O:22])=[CH:15][CH:14]=4)[CH:9]=[CH:10][C:5]=3[S:4][CH:3]=2)[CH:39]=1. (3) Given the reactants [NH:1]([C:3]1[CH:12]=[CH:11][CH:10]=[C:9]2[C:4]=1[CH:5]=[CH:6][CH:7]=[N:8]2)[NH2:2].[C:13]1([C:19]2([C:22](Cl)=[O:23])[CH2:21][CH2:20]2)[CH:18]=[CH:17][CH:16]=[CH:15][CH:14]=1, predict the reaction product. The product is: [C:13]1([C:19]2([C:22]([NH:2][NH:1][C:3]3[CH:12]=[CH:11][CH:10]=[C:9]4[C:4]=3[CH:5]=[CH:6][CH:7]=[N:8]4)=[O:23])[CH2:20][CH2:21]2)[CH:18]=[CH:17][CH:16]=[CH:15][CH:14]=1. (4) Given the reactants [OH:1][C@@H:2]([C:19]1[C:20]([CH3:29])=[C:21]2[C:25](=[CH:26][CH:27]=1)[C:24](=[O:28])[O:23][CH2:22]2)[CH2:3][N:4]1[CH2:9][CH2:8][N:7]([C:10]([O:12]C(C)(C)C)=[O:11])[CH2:6][C@H:5]1[CH2:17][OH:18].FC(F)(F)C(O)=O.C(N(CC)CC)C.ClC(O[CH2:48][C:49]1[CH:54]=[CH:53][CH:52]=[CH:51][CH:50]=1)=O, predict the reaction product. The product is: [OH:1][C@@H:2]([C:19]1[C:20]([CH3:29])=[C:21]2[C:25](=[CH:26][CH:27]=1)[C:24](=[O:28])[O:23][CH2:22]2)[CH2:3][N:4]1[CH2:9][CH2:8][N:7]([C:10]([O:12][CH2:48][C:49]2[CH:54]=[CH:53][CH:52]=[CH:51][CH:50]=2)=[O:11])[CH2:6][C@H:5]1[CH2:17][OH:18]. (5) Given the reactants [Cl:1][C:2]1[CH:10]=[C:9]2[C:5]([C:6]([CH2:11][CH2:12][NH:13][CH2:14][C:15]3[CH:20]=[CH:19][CH:18]=[C:17]([O:21][CH2:22][CH:23]([F:25])[F:24])[CH:16]=3)=[CH:7][NH:8]2)=[CH:4][CH:3]=1.C=O.[C:28](O[BH-](OC(=O)C)OC(=O)C)(=O)C.[Na+], predict the reaction product. The product is: [CH3:28][N:13]([CH2:14][C:15]1[CH:20]=[CH:19][CH:18]=[C:17]([O:21][CH2:22][CH:23]([F:25])[F:24])[CH:16]=1)[CH2:12][CH2:11][C:6]1[C:5]2[C:9](=[CH:10][C:2]([Cl:1])=[CH:3][CH:4]=2)[NH:8][CH:7]=1. (6) Given the reactants [N+:1]([C:4]1[CH:9]=[C:8]([N+:10]([O-:12])=[O:11])[CH:7]=[CH:6][C:5]=1[N:13]=[N:14][C:15]1[C:21]([O:22][CH2:23][CH:24]([CH2:29][CH3:30])[CH2:25][CH2:26][CH2:27][CH3:28])=[CH:20][C:18]([NH2:19])=[C:17]([O:31][CH2:32][CH:33]([CH2:38][CH3:39])[CH2:34][CH2:35][CH2:36][CH3:37])[CH:16]=1)([O-:3])=[O:2].N(OS(=O)(=O)O)=O.S(=O)(=O)(O)O.[CH2:52]([CH:54]([CH2:72][CH2:73][CH2:74][CH3:75])[CH2:55][N:56]([CH2:64][CH:65]([CH2:70][CH3:71])[CH2:66][CH2:67][CH2:68][CH3:69])[C:57]1[CH:62]=[CH:61][CH:60]=[C:59]([CH3:63])[CH:58]=1)[CH3:53].S(=O)(=O)(O)[NH2:77], predict the reaction product. The product is: [N+:1]([C:4]1[CH:9]=[C:8]([N+:10]([O-:12])=[O:11])[CH:7]=[CH:6][C:5]=1/[N:13]=[N:14]/[C:15]1[C:21]([O:22][CH2:23][CH:24]([CH2:29][CH3:30])[CH2:25][CH2:26][CH2:27][CH3:28])=[CH:20][C:18](/[N:19]=[N:77]/[C:60]2[CH:61]=[CH:62][C:57]([N:56]([CH2:55][CH:54]([CH2:52][CH3:53])[CH2:72][CH2:73][CH2:74][CH3:75])[CH2:64][CH:65]([CH2:70][CH3:71])[CH2:66][CH2:67][CH2:68][CH3:69])=[CH:58][C:59]=2[CH3:63])=[C:17]([O:31][CH2:32][CH:33]([CH2:38][CH3:39])[CH2:34][CH2:35][CH2:36][CH3:37])[CH:16]=1)([O-:3])=[O:2].